From a dataset of Reaction yield outcomes from USPTO patents with 853,638 reactions. Predict the reaction yield, written as a fraction of the theoretical maximum amount of product (1.0 means a 100% yield; for example, 0.34 means a 34% yield). (1) The reactants are [Cl:1][C:2]1[CH:7]=[C:6](I)[C:5]([O:9][CH2:10][CH3:11])=[CH:4][N:3]=1.[CH:12]1([CH:17]([OH:20])[CH:18]=[CH2:19])[CH2:16][CH2:15][CH2:14][CH2:13]1.C([O-])(=O)C.[Na+]. The catalyst is CC(N(C)C)=O.C([O-])(=O)C.[Pd+2].C([O-])(=O)C. The product is [Cl:1][C:2]1[CH:7]=[C:6]([CH2:19][CH2:18][C:17]([CH:12]2[CH2:16][CH2:15][CH2:14][CH2:13]2)=[O:20])[C:5]([O:9][CH2:10][CH3:11])=[CH:4][N:3]=1. The yield is 0.580. (2) The reactants are COCCN(S(F)(F)[F:11])CCOC.[C:14]([O:18][C:19]([N:21]1[CH2:26][CH2:25][C:24]([C:28]2[CH:33]=[CH:32][C:31]([Br:34])=[CH:30][CH:29]=2)(O)[CH2:23][CH2:22]1)=[O:20])([CH3:17])([CH3:16])[CH3:15]. The catalyst is C(Cl)Cl. The product is [C:14]([O:18][C:19]([N:21]1[CH2:26][CH2:25][C:24]([C:28]2[CH:33]=[CH:32][C:31]([Br:34])=[CH:30][CH:29]=2)([F:11])[CH2:23][CH2:22]1)=[O:20])([CH3:17])([CH3:16])[CH3:15]. The yield is 0.910. (3) The reactants are C(=O)([O-])[O-].[K+].[K+].[C:7]([O:14][CH3:15])(=[O:13])[CH2:8][C:9]([O:11][CH3:12])=[O:10].F[C:17]1[CH:22]=[C:21]([F:23])[CH:20]=[CH:19][C:18]=1[N+:24]([O-:26])=[O:25].Cl. The catalyst is O.C(OCC)(=O)C.CN(C)C=O. The product is [F:23][C:21]1[CH:20]=[CH:19][C:18]([N+:24]([O-:26])=[O:25])=[C:17]([CH:8]([C:7]([O:14][CH3:15])=[O:13])[C:9]([O:11][CH3:12])=[O:10])[CH:22]=1. The yield is 0.730. (4) The reactants are [F:1][C:2]1[CH:7]=[CH:6][CH:5]=[C:4]([F:8])[C:3]=1[N:9]1[C:14]2[N:15]=[C:16]([NH:30][CH2:31][CH2:32][N:33]([CH3:35])[CH3:34])[N:17]=[C:18]([C:19]3[CH:20]=[C:21]([CH:25]=[C:26]([F:29])[C:27]=3[CH3:28])[C:22]([OH:24])=O)[C:13]=2[CH2:12][NH:11][C:10]1=[O:36].CN.[CH2:39]([N:41](CC)CC)C.CN(C(ON1N=NC2C=CC=CC1=2)=[N+](C)C)C.F[P-](F)(F)(F)(F)F. The catalyst is C(Cl)Cl. The product is [F:1][C:2]1[CH:7]=[CH:6][CH:5]=[C:4]([F:8])[C:3]=1[N:9]1[C:14]2[N:15]=[C:16]([NH:30][CH2:31][CH2:32][N:33]([CH3:35])[CH3:34])[N:17]=[C:18]([C:19]3[CH:20]=[C:21]([CH:25]=[C:26]([F:29])[C:27]=3[CH3:28])[C:22]([NH:41][CH3:39])=[O:24])[C:13]=2[CH2:12][NH:11][C:10]1=[O:36]. The yield is 0.540. (5) The reactants are [CH3:1][C@:2]1([NH:35]C(=O)OC(C)(C)C)[CH2:6][CH2:5][N:4]([C@@H:7]([C:12]2[CH:13]=[CH:14][C:15]3[N:16]([C:18]([C:21]4[CH:30]=[CH:29][C:28]5[C:23](=[C:24]([O:31][CH:32]([CH3:34])[CH3:33])[CH:25]=[CH:26][CH:27]=5)[N:22]=4)=[N:19][N:20]=3)[CH:17]=2)[C:8]([F:11])([F:10])[F:9])[CH2:3]1.[ClH:43].O1CCOCC1.C(OCC)C. The catalyst is C(Cl)Cl. The product is [ClH:43].[ClH:43].[CH3:1][C@:2]1([NH2:35])[CH2:6][CH2:5][N:4]([C@@H:7]([C:12]2[CH:13]=[CH:14][C:15]3[N:16]([C:18]([C:21]4[CH:30]=[CH:29][C:28]5[C:23](=[C:24]([O:31][CH:32]([CH3:33])[CH3:34])[CH:25]=[CH:26][CH:27]=5)[N:22]=4)=[N:19][N:20]=3)[CH:17]=2)[C:8]([F:10])([F:11])[F:9])[CH2:3]1. The yield is 0.970.